From a dataset of Forward reaction prediction with 1.9M reactions from USPTO patents (1976-2016). Predict the product of the given reaction. (1) Given the reactants [C:1](Cl)(=[O:3])[CH3:2].[Al+3].[Cl-].[Cl-].[Cl-].[I:9][C:10]1[CH:15]=[C:14]([O:16][CH3:17])[CH:13]=[C:12]([O:18][CH3:19])[CH:11]=1, predict the reaction product. The product is: [I:9][C:10]1[CH:11]=[C:12]([O:18][CH3:19])[CH:13]=[C:14]([O:16][CH3:17])[C:15]=1[C:1](=[O:3])[CH3:2]. (2) Given the reactants CON(C)[C:4](=[O:6])[CH3:5].[Br:8][C:9]1[CH:10]=[C:11]([CH:15]=[CH:16][CH:17]=1)[CH2:12][Mg]Br, predict the reaction product. The product is: [Br:8][C:9]1[CH:10]=[C:11]([CH2:12][C:4]([CH3:5])=[O:6])[CH:15]=[CH:16][CH:17]=1. (3) Given the reactants [N+:1]([C:4]1[CH:12]=[C:11]2[C:7]([CH:8]=[N:9][N:10]2[CH2:13][O:14][CH2:15][CH2:16][Si:17]([CH3:20])([CH3:19])[CH3:18])=[CH:6][CH:5]=1)([O-])=O, predict the reaction product. The product is: [CH3:18][Si:17]([CH3:20])([CH3:19])[CH2:16][CH2:15][O:14][CH2:13][N:10]1[C:11]2[C:7](=[CH:6][CH:5]=[C:4]([NH2:1])[CH:12]=2)[CH:8]=[N:9]1.